Dataset: NCI-60 drug combinations with 297,098 pairs across 59 cell lines. Task: Regression. Given two drug SMILES strings and cell line genomic features, predict the synergy score measuring deviation from expected non-interaction effect. (1) Drug 1: C1=CN(C(=O)N=C1N)C2C(C(C(O2)CO)O)O.Cl. Drug 2: CC1=C(C(=CC=C1)Cl)NC(=O)C2=CN=C(S2)NC3=CC(=NC(=N3)C)N4CCN(CC4)CCO. Cell line: NCI-H226. Synergy scores: CSS=3.41, Synergy_ZIP=-1.39, Synergy_Bliss=1.06, Synergy_Loewe=-1.60, Synergy_HSA=-0.803. (2) Drug 1: C1=NC2=C(N=C(N=C2N1C3C(C(C(O3)CO)O)F)Cl)N. Drug 2: CCCCC(=O)OCC(=O)C1(CC(C2=C(C1)C(=C3C(=C2O)C(=O)C4=C(C3=O)C=CC=C4OC)O)OC5CC(C(C(O5)C)O)NC(=O)C(F)(F)F)O. Cell line: UO-31. Synergy scores: CSS=29.2, Synergy_ZIP=-4.65, Synergy_Bliss=-4.21, Synergy_Loewe=-7.24, Synergy_HSA=-7.17. (3) Drug 1: C1C(C(OC1N2C=NC3=C(N=C(N=C32)Cl)N)CO)O. Drug 2: CN1C(=O)N2C=NC(=C2N=N1)C(=O)N. Cell line: OVCAR-8. Synergy scores: CSS=47.9, Synergy_ZIP=3.54, Synergy_Bliss=0.971, Synergy_Loewe=-24.9, Synergy_HSA=0.685. (4) Drug 1: C1=C(C(=O)NC(=O)N1)F. Drug 2: C1CCC(C(C1)N)N.C(=O)(C(=O)[O-])[O-].[Pt+4]. Cell line: U251. Synergy scores: CSS=30.7, Synergy_ZIP=-13.3, Synergy_Bliss=-8.73, Synergy_Loewe=-6.01, Synergy_HSA=-5.56. (5) Cell line: MOLT-4. Drug 2: CC(C)(C#N)C1=CC(=CC(=C1)CN2C=NC=N2)C(C)(C)C#N. Drug 1: CC12CCC3C(C1CCC2O)C(CC4=C3C=CC(=C4)O)CCCCCCCCCS(=O)CCCC(C(F)(F)F)(F)F. Synergy scores: CSS=-2.29, Synergy_ZIP=1.29, Synergy_Bliss=0.505, Synergy_Loewe=-1.60, Synergy_HSA=-1.28.